This data is from NCI-60 drug combinations with 297,098 pairs across 59 cell lines. The task is: Regression. Given two drug SMILES strings and cell line genomic features, predict the synergy score measuring deviation from expected non-interaction effect. (1) Drug 1: C1C(C(OC1N2C=C(C(=O)NC2=O)F)CO)O. Drug 2: CC1C(C(CC(O1)OC2CC(CC3=C2C(=C4C(=C3O)C(=O)C5=C(C4=O)C(=CC=C5)OC)O)(C(=O)CO)O)N)O.Cl. Cell line: UACC-257. Synergy scores: CSS=31.5, Synergy_ZIP=-6.44, Synergy_Bliss=-4.69, Synergy_Loewe=-3.57, Synergy_HSA=-1.52. (2) Drug 1: CNC(=O)C1=NC=CC(=C1)OC2=CC=C(C=C2)NC(=O)NC3=CC(=C(C=C3)Cl)C(F)(F)F. Drug 2: CCC1(CC2CC(C3=C(CCN(C2)C1)C4=CC=CC=C4N3)(C5=C(C=C6C(=C5)C78CCN9C7C(C=CC9)(C(C(C8N6C)(C(=O)OC)O)OC(=O)C)CC)OC)C(=O)OC)O.OS(=O)(=O)O. Cell line: MOLT-4. Synergy scores: CSS=12.0, Synergy_ZIP=1.99, Synergy_Bliss=7.22, Synergy_Loewe=4.47, Synergy_HSA=4.51. (3) Drug 1: CC(CN1CC(=O)NC(=O)C1)N2CC(=O)NC(=O)C2. Drug 2: CCC1(C2=C(COC1=O)C(=O)N3CC4=CC5=C(C=CC(=C5CN(C)C)O)N=C4C3=C2)O.Cl. Cell line: ACHN. Synergy scores: CSS=47.0, Synergy_ZIP=-8.15, Synergy_Bliss=-0.196, Synergy_Loewe=-1.97, Synergy_HSA=2.01. (4) Drug 1: C1=CC(=C2C(=C1NCCNCCO)C(=O)C3=C(C=CC(=C3C2=O)O)O)NCCNCCO. Drug 2: CN(C)C1=NC(=NC(=N1)N(C)C)N(C)C. Cell line: BT-549. Synergy scores: CSS=43.1, Synergy_ZIP=7.76, Synergy_Bliss=8.14, Synergy_Loewe=-30.4, Synergy_HSA=4.32. (5) Drug 1: C1CCC(CC1)NC(=O)N(CCCl)N=O. Drug 2: CC1CCC2CC(C(=CC=CC=CC(CC(C(=O)C(C(C(=CC(C(=O)CC(OC(=O)C3CCCCN3C(=O)C(=O)C1(O2)O)C(C)CC4CCC(C(C4)OC)OCCO)C)C)O)OC)C)C)C)OC. Cell line: SNB-19. Synergy scores: CSS=46.1, Synergy_ZIP=-3.46, Synergy_Bliss=-0.528, Synergy_Loewe=4.41, Synergy_HSA=4.81.